Dataset: Full USPTO retrosynthesis dataset with 1.9M reactions from patents (1976-2016). Task: Predict the reactants needed to synthesize the given product. (1) Given the product [C:7]1([N:4]2[CH:5]=[CH:6][C:2]([NH:1][C:14]3[CH:19]=[CH:18][C:17]([C:20]([CH3:23])([CH3:22])[CH3:21])=[CH:16][CH:15]=3)=[N:3]2)[CH:12]=[CH:11][CH:10]=[CH:9][CH:8]=1, predict the reactants needed to synthesize it. The reactants are: [NH2:1][C:2]1[CH:6]=[CH:5][N:4]([C:7]2[CH:12]=[CH:11][CH:10]=[CH:9][CH:8]=2)[N:3]=1.Br[C:14]1[CH:19]=[CH:18][C:17]([C:20]([CH3:23])([CH3:22])[CH3:21])=[CH:16][CH:15]=1.CC(C)([O-])C.[Na+].C(P(C(C)(C)C)C1(C)CC1(C1C=CC=CC=1)C1C=CC=CC=1)(C)(C)C.[Cl-].[NH4+]. (2) The reactants are: [ClH:1].O1CCOCC1.OC(C(F)(F)F)=O.[N:15]1[CH:20]=[CH:19][CH:18]=[C:17]([O:21][CH2:22][CH:23]2[CH2:28][N:27](C(OC(C)(C)C)=O)[CH2:26][CH2:25][N:24]2[C:36]([O:38][C:39]2[CH:44]=[CH:43][C:42]([F:45])=[CH:41][CH:40]=2)=[O:37])[CH:16]=1. Given the product [ClH:1].[ClH:1].[N:15]1[CH:20]=[CH:19][CH:18]=[C:17]([O:21][CH2:22][CH:23]2[CH2:28][NH:27][CH2:26][CH2:25][N:24]2[C:36]([O:38][C:39]2[CH:40]=[CH:41][C:42]([F:45])=[CH:43][CH:44]=2)=[O:37])[CH:16]=1, predict the reactants needed to synthesize it.